From a dataset of NCI-60 drug combinations with 297,098 pairs across 59 cell lines. Regression. Given two drug SMILES strings and cell line genomic features, predict the synergy score measuring deviation from expected non-interaction effect. (1) Drug 1: CCCS(=O)(=O)NC1=C(C(=C(C=C1)F)C(=O)C2=CNC3=C2C=C(C=N3)C4=CC=C(C=C4)Cl)F. Drug 2: COCCOC1=C(C=C2C(=C1)C(=NC=N2)NC3=CC=CC(=C3)C#C)OCCOC.Cl. Cell line: EKVX. Synergy scores: CSS=12.3, Synergy_ZIP=1.25, Synergy_Bliss=7.17, Synergy_Loewe=-0.688, Synergy_HSA=5.14. (2) Drug 1: C1=CC(=CC=C1CC(C(=O)O)N)N(CCCl)CCCl.Cl. Drug 2: CC1=C(C=C(C=C1)NC(=O)C2=CC=C(C=C2)CN3CCN(CC3)C)NC4=NC=CC(=N4)C5=CN=CC=C5. Cell line: SK-MEL-5. Synergy scores: CSS=5.52, Synergy_ZIP=-3.73, Synergy_Bliss=-6.42, Synergy_Loewe=-10.9, Synergy_HSA=-10.6.